Dataset: Full USPTO retrosynthesis dataset with 1.9M reactions from patents (1976-2016). Task: Predict the reactants needed to synthesize the given product. (1) Given the product [CH3:34][N:33]1[C:29]([C:20]2[CH:21]=[C:22]([C:25]([F:28])([F:27])[F:26])[CH:23]=[CH:24][C:19]=2[C:18]2[C:13]3[C:14](=[N:15][C:10]([S:7]([NH:6][C:35]4[S:39][N:38]=[CH:37][N:36]=4)(=[O:8])=[O:9])=[CH:11][CH:12]=3)[NH:16][CH:17]=2)=[CH:30][CH:31]=[N:32]1, predict the reactants needed to synthesize it. The reactants are: COC1C=C(OC)C=CC=1C[N:6]([C:35]1[S:39][N:38]=[CH:37][N:36]=1)[S:7]([C:10]1[N:15]=[C:14]2[NH:16][CH:17]=[C:18]([C:19]3[CH:24]=[CH:23][C:22]([C:25]([F:28])([F:27])[F:26])=[CH:21][C:20]=3[C:29]3[N:33]([CH3:34])[N:32]=[CH:31][CH:30]=3)[C:13]2=[CH:12][CH:11]=1)(=[O:9])=[O:8].C(Cl)Cl.C(O)(C(F)(F)F)=O. (2) Given the product [CH3:4][CH:2]([CH2:1][N:5]([S:32]([C:35]1[CH:40]=[CH:39][C:38]([N+:41]([O-:43])=[O:42])=[CH:37][CH:36]=1)(=[O:33])=[O:34])[C@H:6]([C:29]([OH:31])=[O:30])[CH2:7][CH2:8][CH2:9][CH2:10][NH:11][C:12]([C@@H:53]([NH:52][S:49]([C:45]1[S:44][CH:48]=[CH:47][CH:46]=1)(=[O:51])=[O:50])[CH2:54][C:55]1[CH:56]=[CH:57][CH:58]=[CH:59][CH:60]=1)=[O:13])[CH3:3], predict the reactants needed to synthesize it. The reactants are: [CH2:1]([N:5]([S:32]([C:35]1[CH:40]=[CH:39][C:38]([N+:41]([O-:43])=[O:42])=[CH:37][CH:36]=1)(=[O:34])=[O:33])[C@H:6]([C:29]([OH:31])=[O:30])[CH2:7][CH2:8][CH2:9][CH2:10][NH:11][C:12](OCC1C2C=CC=CC=2C2C1=CC=CC=2)=[O:13])[CH:2]([CH3:4])[CH3:3].[S:44]1[CH:48]=[CH:47][CH:46]=[C:45]1[S:49]([NH:52][C@H:53](C(O)=O)[CH2:54][C:55]1[CH:60]=[CH:59][CH:58]=[CH:57][CH:56]=1)(=[O:51])=[O:50].